From a dataset of Forward reaction prediction with 1.9M reactions from USPTO patents (1976-2016). Predict the product of the given reaction. (1) Given the reactants C[O:2][C:3](=[O:23])[CH2:4][CH2:5][C:6]1[CH:11]=[CH:10][C:9]([O:12][CH2:13][CH2:14][C@@H:15]([O:17]S(C)(=O)=O)[CH3:16])=[CH:8][C:7]=1[CH3:22].[Cl:24][C:25]1[CH:30]=[CH:29][C:28](O)=[C:27]([O:32][C:33]2[CH:38]=[CH:37][CH:36]=[CH:35][CH:34]=2)[CH:26]=1, predict the reaction product. The product is: [Cl:24][C:25]1[CH:30]=[CH:29][C:28]([O:17][C@H:15]([CH3:16])[CH2:14][CH2:13][O:12][C:9]2[CH:10]=[CH:11][C:6]([CH2:5][CH2:4][C:3]([OH:2])=[O:23])=[C:7]([CH3:22])[CH:8]=2)=[C:27]([O:32][C:33]2[CH:34]=[CH:35][CH:36]=[CH:37][CH:38]=2)[CH:26]=1. (2) The product is: [C:9]([C:7]1[CH:6]=[CH:5][N:4]=[C:3]([N:1]2[C:16]([OH:17])=[C:15]([C:14]([O:13][CH2:11][CH3:12])=[O:25])[CH:21]=[N:2]2)[CH:8]=1)#[N:10]. Given the reactants [NH:1]([C:3]1[CH:8]=[C:7]([C:9]#[N:10])[CH:6]=[CH:5][N:4]=1)[NH2:2].[CH2:11]([O:13][C:14](=[O:25])[C:15](=[CH:21]OCC)[C:16](OCC)=[O:17])[CH3:12].C([O-])([O-])=O.[K+].[K+], predict the reaction product.